Predict the reactants needed to synthesize the given product. From a dataset of Full USPTO retrosynthesis dataset with 1.9M reactions from patents (1976-2016). (1) Given the product [CH3:1][C:2]1[CH:7]=[CH:6][CH:5]=[C:4]([CH3:8])[C:3]=1[C:9]1[C:14]2[CH2:15][CH:16]([CH2:18][NH2:19])[O:17][C:13]=2[CH:12]=[CH:11][CH:10]=1, predict the reactants needed to synthesize it. The reactants are: [CH3:1][C:2]1[CH:7]=[CH:6][CH:5]=[C:4]([CH3:8])[C:3]=1[C:9]1[C:14]2[CH2:15][CH:16]([CH2:18][N:19]=[N+]=[N-])[O:17][C:13]=2[CH:12]=[CH:11][CH:10]=1. (2) Given the product [Cl:1][C:2]1[N:3]=[CH:4][C:5]([C:8]([Cl:14])=[O:10])=[N:6][CH:7]=1, predict the reactants needed to synthesize it. The reactants are: [Cl:1][C:2]1[N:3]=[CH:4][C:5]([C:8]([OH:10])=O)=[N:6][CH:7]=1.C(Cl)(=O)C([Cl:14])=O.